From a dataset of Full USPTO retrosynthesis dataset with 1.9M reactions from patents (1976-2016). Predict the reactants needed to synthesize the given product. (1) The reactants are: [Cl:1][C:2]1[CH:7]=[CH:6][CH:5]=[C:4]([Cl:8])[C:3]=1[N:9]1[CH:20]=[C:19]([CH2:21]O)[C:12]2[N:13]=[C:14]([S:17][CH3:18])[N:15]=[CH:16][C:11]=2[C:10]1=[O:23].C(N(S(F)(F)[F:30])CC)C.C(N(CC)CC)C. Given the product [Cl:1][C:2]1[CH:7]=[CH:6][CH:5]=[C:4]([Cl:8])[C:3]=1[N:9]1[CH:20]=[C:19]([CH2:21][F:30])[C:12]2[N:13]=[C:14]([S:17][CH3:18])[N:15]=[CH:16][C:11]=2[C:10]1=[O:23], predict the reactants needed to synthesize it. (2) Given the product [CH:19]([Si:22]([CH:26]([CH3:28])[CH3:27])([CH:23]([CH3:25])[CH3:24])[O:13][C:10]1[CH:11]=[C:12]2[C:7](=[CH:8][CH:9]=1)[NH:6][CH:5]=[C:4]2[CH2:3][CH2:2][NH2:1])([CH3:21])[CH3:20], predict the reactants needed to synthesize it. The reactants are: [NH2:1][CH2:2][CH2:3][C:4]1[C:12]2[C:7](=[CH:8][CH:9]=[C:10]([OH:13])[CH:11]=2)[NH:6][CH:5]=1.N1C=CN=C1.[CH:19]([Si:22](Cl)([CH:26]([CH3:28])[CH3:27])[CH:23]([CH3:25])[CH3:24])([CH3:21])[CH3:20].